Dataset: Full USPTO retrosynthesis dataset with 1.9M reactions from patents (1976-2016). Task: Predict the reactants needed to synthesize the given product. Given the product [Cl:1][C:2]1[CH:3]=[CH:4][C:5]([C:8]2([C:13]3[O:15][NH:30][N:18]([CH3:22])[CH:16]=3)[CH2:9][CH2:10][CH2:11][CH2:12]2)=[CH:6][CH:7]=1, predict the reactants needed to synthesize it. The reactants are: [Cl:1][C:2]1[CH:7]=[CH:6][C:5]([C:8]2([C:13]([OH:15])=O)[CH2:12][CH2:11][CH2:10][CH2:9]2)=[CH:4][CH:3]=1.[C:16](N1C=CN=C1)([N:18]1[CH:22]=CN=C1)=O.C(=NO)([NH2:30])C.